From a dataset of Full USPTO retrosynthesis dataset with 1.9M reactions from patents (1976-2016). Predict the reactants needed to synthesize the given product. (1) Given the product [C:15]([C:17]1[CH:22]=[CH:21][CH:20]=[CH:19][C:18]=1[C:23]1[C:24](=[O:42])[N:25]([C:36]2[CH:41]=[CH:40][CH:39]=[CH:38][CH:37]=2)[CH:26]=[C:27]([C:29]2[CH:33]=[CH:32][S:31][C:30]=2[CH2:34][OH:35])[CH:28]=1)#[N:16], predict the reactants needed to synthesize it. The reactants are: C(O[BH-](OC(=O)C)OC(=O)C)(=O)C.[Na+].[C:15]([C:17]1[CH:22]=[CH:21][CH:20]=[CH:19][C:18]=1[C:23]1[C:24](=[O:42])[N:25]([C:36]2[CH:41]=[CH:40][CH:39]=[CH:38][CH:37]=2)[CH:26]=[C:27]([C:29]2[CH:33]=[CH:32][S:31][C:30]=2[CH:34]=[O:35])[CH:28]=1)#[N:16].C(=O)([O-])[O-].[Na+].[Na+]. (2) Given the product [N:1]([C:2]1[CH:10]=[CH:9][C:5]([C:6]([OH:8])=[O:7])=[CH:4][CH:3]=1)=[N+:15]=[N-:16], predict the reactants needed to synthesize it. The reactants are: [NH2:1][C:2]1[CH:10]=[CH:9][C:5]([C:6]([OH:8])=[O:7])=[CH:4][CH:3]=1.N([O-])=O.[Na+].[N-:15]=[N+:16]=[N-].[Na+]. (3) Given the product [ClH:50].[OH:29][C@@H:3]1[C@@H:2]([NH:1][CH2:41][C:40]2[CH:43]=[CH:44][CH:45]=[C:38]([CH:35]([CH3:37])[CH3:36])[CH:39]=2)[CH2:7][S:6](=[O:9])(=[O:8])[CH2:5][C@H:4]1[CH2:10][C:11]1[CH:12]=[CH:13][C:14]([O:27][CH3:28])=[C:15]([CH:26]=1)[CH2:16][C@H:17]1[CH2:21][O:20][C:19](=[O:22])[N:18]1[CH2:23][CH2:24][CH3:25], predict the reactants needed to synthesize it. The reactants are: [NH2:1][C@H:2]1[CH2:7][S:6](=[O:9])(=[O:8])[CH2:5][C@@H:4]([CH2:10][C:11]2[CH:12]=[CH:13][C:14]([O:27][CH3:28])=[C:15]([CH:26]=2)[CH2:16][C@H:17]2[CH2:21][O:20][C:19](=[O:22])[N:18]2[CH2:23][CH2:24][CH3:25])[C@@H:3]1[OH:29].C([O-])(=O)C.[Na+].[CH:35]([C:38]1[CH:39]=[C:40]([CH:43]=[CH:44][CH:45]=1)[CH:41]=O)([CH3:37])[CH3:36].[BH3-]C#N.[Na+].[ClH:50].C([O-])([O-])=O.[K+].[K+]. (4) Given the product [C:1]([O:4][C:5]1[C:13]([O:14][CH3:15])=[CH:12][C:8]([C:9]([Cl:20])=[O:10])=[CH:7][C:6]=1[O:16][CH3:17])(=[O:3])[CH3:2], predict the reactants needed to synthesize it. The reactants are: [C:1]([O:4][C:5]1[C:13]([O:14][CH3:15])=[CH:12][C:8]([C:9](O)=[O:10])=[CH:7][C:6]=1[O:16][CH3:17])(=[O:3])[CH3:2].S(Cl)([Cl:20])=O. (5) Given the product [Br:29][C:30]1[C:31]2[N:32]([N:37]=[CH:38][N:39]=2)[CH:33]=[C:34]([C:15]2[CH:14]=[C:13]([CH:18]=[CH:17][CH:16]=2)[C:12]([NH:11][C:8]2[CH:7]=[CH:6][C:5]([C:3](=[O:4])[NH:2][CH3:1])=[CH:10][CH:9]=2)=[O:28])[CH:35]=1, predict the reactants needed to synthesize it. The reactants are: [CH3:1][NH:2][C:3]([C:5]1[CH:10]=[CH:9][C:8]([NH:11][C:12](=[O:28])[C:13]2[CH:18]=[CH:17][CH:16]=[C:15](B3OC(C)(C)C(C)(C)O3)[CH:14]=2)=[CH:7][CH:6]=1)=[O:4].[Br:29][C:30]1[C:31]2[N:32]([N:37]=[CH:38][N:39]=2)[CH:33]=[C:34](I)[CH:35]=1.C([O-])([O-])=O.[Na+].[Na+].O.